This data is from Reaction yield outcomes from USPTO patents with 853,638 reactions. The task is: Predict the reaction yield, written as a fraction of the theoretical maximum amount of product (1.0 means a 100% yield; for example, 0.34 means a 34% yield). (1) The reactants are [Br:1][C:2]1[CH:7]=[CH:6][C:5]([C:8]2[N:12]=[CH:11][NH:10][N:9]=2)=[C:4]([F:13])[C:3]=1[CH3:14].[O:15]1[CH:20]=[CH:19][CH2:18][CH2:17][CH2:16]1. The catalyst is O1CCCC1.C(OCC)(=O)C.CS(O)(=O)=O. The product is [Br:1][C:2]1[CH:7]=[CH:6][C:5]([C:8]2[N:12]([CH:16]3[CH2:17][CH2:18][CH2:19][CH2:20][O:15]3)[CH:11]=[N:10][N:9]=2)=[C:4]([F:13])[C:3]=1[CH3:14]. The yield is 0.950. (2) The reactants are [CH2:1]([N:8]1[C:16]2[C:11](=[CH:12][C:13](Br)=[CH:14][CH:15]=2)[CH:10]=[CH:9]1)[C:2]1[CH:7]=[CH:6][CH:5]=[CH:4][CH:3]=1.[F:18][C:19]([F:30])([F:29])[C:20]1[CH:25]=[CH:24][C:23](B(O)O)=[CH:22][CH:21]=1.C(=O)([O-])[O-].[K+].[K+].C1(C)C=CC=CC=1. The catalyst is O.C(O)C.[Pd].C1(P(C2C=CC=CC=2)C2C=CC=CC=2)C=CC=CC=1.C1(P(C2C=CC=CC=2)C2C=CC=CC=2)C=CC=CC=1.C1(P(C2C=CC=CC=2)C2C=CC=CC=2)C=CC=CC=1.C1(P(C2C=CC=CC=2)C2C=CC=CC=2)C=CC=CC=1. The product is [CH2:1]([N:8]1[C:16]2[C:11](=[CH:12][C:13]([C:23]3[CH:24]=[CH:25][C:20]([C:19]([F:30])([F:29])[F:18])=[CH:21][CH:22]=3)=[CH:14][CH:15]=2)[CH:10]=[CH:9]1)[C:2]1[CH:7]=[CH:6][CH:5]=[CH:4][CH:3]=1. The yield is 0.120. (3) The reactants are [CH2:1]([O:8][CH2:9][C:10]1[NH:11][C:12]([S:18][C:19]2[CH:24]=[CH:23][CH:22]=[C:21]([O:25][CH3:26])[CH:20]=2)=[C:13]([CH:15]([CH3:17])[CH3:16])[N:14]=1)[C:2]1[CH:7]=[CH:6][CH:5]=[CH:4][CH:3]=1.[N:27]1[CH:32]=[CH:31][C:30]([CH2:33]Cl)=[CH:29][CH:28]=1.[OH-].[Na+].[I-].[Li+]. The catalyst is C1COCC1.[Br-].C([N+](CCCC)(CCCC)CCCC)CCC. The product is [CH2:1]([O:8][CH2:9][C:10]1[N:11]([CH2:33][C:30]2[CH:31]=[CH:32][N:27]=[CH:28][CH:29]=2)[C:12]([S:18][C:19]2[CH:24]=[CH:23][CH:22]=[C:21]([O:25][CH3:26])[CH:20]=2)=[C:13]([CH:15]([CH3:17])[CH3:16])[N:14]=1)[C:2]1[CH:3]=[CH:4][CH:5]=[CH:6][CH:7]=1. The yield is 0.650. (4) The reactants are S([N:11]1[C:19]2[C:14](=[CH:15][CH:16]=[CH:17][CH:18]=2)[C:13]([CH2:20][N:21]2[CH2:26][CH2:25][CH2:24][C:23]3([CH2:31][CH2:30][NH:29][CH2:28][CH2:27]3)[C:22]2=[O:32])=[CH:12]1)(C1C=CC(C)=CC=1)(=O)=O.C([O-])([O-])=O.[Cs+].[Cs+]. The catalyst is CO.O. The product is [NH:11]1[C:19]2[C:14](=[CH:15][CH:16]=[CH:17][CH:18]=2)[C:13]([CH2:20][N:21]2[CH2:26][CH2:25][CH2:24][C:23]3([CH2:31][CH2:30][NH:29][CH2:28][CH2:27]3)[C:22]2=[O:32])=[CH:12]1. The yield is 0.990. (5) The reactants are [O:1]1[C:5]2[CH:6]=[CH:7][CH:8]=[CH:9][C:4]=2[CH:3]=[C:2]1[C:10]1[C:18]2[C:13](=[CH:14][CH:15]=[C:16]([C:19](O)=[O:20])[CH:17]=2)[N:12](C2CCCCO2)[N:11]=1.F[P-](F)(F)(F)(F)F.N1(OC(N(C)C)=[N+](C)C)C2C=CC=CC=2N=N1.[CH2:52]([NH2:56])[CH:53]([CH3:55])[CH3:54]. No catalyst specified. The product is [O:1]1[C:5]2[CH:6]=[CH:7][CH:8]=[CH:9][C:4]=2[CH:3]=[C:2]1[C:10]1[C:18]2[C:13](=[CH:14][CH:15]=[C:16]([C:19]([NH:56][CH2:52][CH:53]([CH3:55])[CH3:54])=[O:20])[CH:17]=2)[NH:12][N:11]=1. The yield is 0.190.